This data is from Catalyst prediction with 721,799 reactions and 888 catalyst types from USPTO. The task is: Predict which catalyst facilitates the given reaction. (1) Reactant: [N:1]1[N:5]2[CH:6]=[CH:7][C:8](O)=[N:9][C:4]2=[CH:3][CH:2]=1.O=P(Cl)(Cl)[Cl:13]. Product: [Cl:13][C:8]1[CH:7]=[CH:6][N:5]2[N:1]=[CH:2][CH:3]=[C:4]2[N:9]=1. The catalyst class is: 10. (2) Reactant: C([O:5][C:6]([C:8]1[CH:12]=[CH:11][N:10]([C:13]2[CH:18]=[CH:17][C:16](Cl)=[CH:15][N:14]=2)[CH:9]=1)=[O:7])(C)(C)C.[CH:20]1(P(C2CCCCC2)C2C=CC=CC=2C2C(OC)=CC=CC=2OC)CCCC[CH2:21]1.C(B1OC(C)(C)C(C)(C)O1)=C.P([O-])([O-])([O-])=O.[K+].[K+].[K+]. Product: [CH2:20]([C:16]1[CH:17]=[CH:18][C:13]([N:10]2[CH:11]=[CH:12][C:8]([C:6]([OH:5])=[O:7])=[CH:9]2)=[N:14][CH:15]=1)[CH3:21]. The catalyst class is: 713. (3) Reactant: Cl.[Cl:2][C:3]1[CH:22]=[CH:21][C:6]2[N:7]([CH2:17][CH2:18][CH2:19][NH2:20])[C:8]3[CH:15]=[CH:14][C:13]([Cl:16])=[CH:12][C:9]=3[CH2:10][CH2:11][C:5]=2[CH:4]=1.C(N(CC)CC)C.[Cl:30][C:31]1[CH:36]=[CH:35][C:34]([S:37](Cl)(=[O:39])=[O:38])=[CH:33][CH:32]=1. Product: [Cl:30][C:31]1[CH:36]=[CH:35][C:34]([S:37]([NH:20][CH2:19][CH2:18][CH2:17][N:7]2[C:8]3[CH:15]=[CH:14][C:13]([Cl:16])=[CH:12][C:9]=3[CH2:10][CH2:11][C:5]3[CH:4]=[C:3]([Cl:2])[CH:22]=[CH:21][C:6]2=3)(=[O:39])=[O:38])=[CH:33][CH:32]=1. The catalyst class is: 3. (4) Reactant: [Cl:1][C:2]1[CH:7]=[CH:6][CH:5]=[C:4]([Cl:8])[C:3]=1[S:9][CH2:10][C:11]1[C:15]([CH2:16][OH:17])=[C:14]([CH:18]([CH3:20])[CH3:19])[O:13][N:12]=1.O[C:22]1[CH:27]=[CH:26][C:25]([C:28]2[CH:29]=[C:30]3[C:35](=[CH:36][CH:37]=2)[N:34]=[C:33]([C:38]([O:40][CH2:41][CH3:42])=[O:39])[CH:32]=[CH:31]3)=[CH:24][CH:23]=1.C1(P(C2C=CC=CC=2)C2C=CC=CC=2)C=CC=CC=1.N(C(OC(C)(C)C)=O)=NC(OC(C)(C)C)=O. Product: [Cl:8][C:4]1[CH:5]=[CH:6][CH:7]=[C:2]([Cl:1])[C:3]=1[S:9][CH2:10][C:11]1[C:15]([CH2:16][O:17][C:22]2[CH:23]=[CH:24][C:25]([C:28]3[CH:29]=[C:30]4[C:35](=[CH:36][CH:37]=3)[N:34]=[C:33]([C:38]([O:40][CH2:41][CH3:42])=[O:39])[CH:32]=[CH:31]4)=[CH:26][CH:27]=2)=[C:14]([CH:18]([CH3:20])[CH3:19])[O:13][N:12]=1. The catalyst class is: 4. (5) Reactant: [Br-].[CH2:2]([P+](C1C=CC=CC=1)(C1C=CC=CC=1)C1C=CC=CC=1)[CH2:3][CH2:4][CH2:5][CH3:6].[Li+].C[Si]([N-][Si](C)(C)C)(C)C.[Cl:36][C:37]1[CH:38]=[C:39]2[C:43](=[CH:44][CH:45]=1)[NH:42][C:41]([CH:46]=O)=[CH:40]2. Product: [Cl:36][C:37]1[CH:38]=[C:39]2[C:43](=[CH:44][CH:45]=1)[NH:42][C:41]([CH:46]=[CH:2][CH2:3][CH2:4][CH2:5][CH3:6])=[CH:40]2. The catalyst class is: 1. (6) Reactant: [CH3:1][C:2]1[N:3]=[CH:4][C:5]([CH2:8][NH:9][S:10]([NH:13]C(=O)OCC2C=CC=CC=2)(=[O:12])=[O:11])=[N:6][CH:7]=1. Product: [CH3:1][C:2]1[N:3]=[CH:4][C:5]([CH2:8][NH:9][S:10]([NH2:13])(=[O:12])=[O:11])=[N:6][CH:7]=1. The catalyst class is: 129. (7) Reactant: C([O:5][C:6](=[O:45])[C:7]1[CH:12]=[CH:11][C:10]([NH:13][C:14]([C@H:16]2[C@H:20]([C:21]3[CH:26]=[CH:25][CH:24]=[C:23]([Cl:27])[C:22]=3[F:28])[C@:19]([C:31]3[CH:36]=[CH:35][C:34]([Cl:37])=[CH:33][C:32]=3[F:38])([C:29]#[N:30])[C@H:18]([CH2:39][C:40]([CH3:43])([CH3:42])[CH3:41])[NH:17]2)=[O:15])=[CH:9][C:8]=1[F:44])(C)(C)C. Product: [Cl:27][C:23]1[C:22]([F:28])=[C:21]([C@@H:20]2[C@:19]([C:31]3[CH:36]=[CH:35][C:34]([Cl:37])=[CH:33][C:32]=3[F:38])([C:29]#[N:30])[C@H:18]([CH2:39][C:40]([CH3:43])([CH3:42])[CH3:41])[NH:17][C@H:16]2[C:14]([NH:13][C:10]2[CH:11]=[CH:12][C:7]([C:6]([OH:45])=[O:5])=[C:8]([F:44])[CH:9]=2)=[O:15])[CH:26]=[CH:25][CH:24]=1. The catalyst class is: 137. (8) Reactant: [CH:1]([C:8]1[CH:9]=[CH:10][C:11]([C:14]2[CH:19]=[CH:18][C:17]([NH:20][C:21](=[O:27])[O:22][C:23]([CH3:26])([CH3:25])[CH3:24])=[CH:16][CH:15]=2)=[N:12][CH:13]=1)=[CH:2][CH2:3][CH2:4][CH2:5][CH2:6][CH3:7].N#N. Product: [CH2:1]([C:8]1[CH:9]=[CH:10][C:11]([C:14]2[CH:15]=[CH:16][C:17]([NH:20][C:21](=[O:27])[O:22][C:23]([CH3:26])([CH3:25])[CH3:24])=[CH:18][CH:19]=2)=[N:12][CH:13]=1)[CH2:2][CH2:3][CH2:4][CH2:5][CH2:6][CH3:7]. The catalyst class is: 45.